This data is from Forward reaction prediction with 1.9M reactions from USPTO patents (1976-2016). The task is: Predict the product of the given reaction. (1) Given the reactants [Br:1][C:2]1[CH:18]=[CH:17][C:5]2[N:6](C(OC(C)(C)C)=O)[C:7](=O)[NH:8][C:4]=2[CH:3]=1.[C:19](=[O:22])([O-])[O-].[Na+].[Na+].S(OC)(OC)(=O)=O, predict the reaction product. The product is: [Br:1][C:2]1[CH:18]=[CH:17][C:5]2[NH:6][C:19](=[O:22])[N:8]([CH3:7])[C:4]=2[CH:3]=1. (2) Given the reactants [NH2:1][C:2]1[S:3][C:4]2[C:9]([NH:10][C@H:11]([CH2:14][CH2:15][CH3:16])[CH2:12]O)=[N:8][C:7]([S:17]CC3C=CC=CC=3)=[N:6][C:5]=2[N:25]=1.[Na], predict the reaction product. The product is: [NH2:1][C:2]1[S:3][C:4]2[C:9]([NH:10][C@@H:11]([CH2:14][CH2:15][CH3:16])[CH3:12])=[N:8][C:7]([SH:17])=[N:6][C:5]=2[N:25]=1. (3) Given the reactants [F:1][C:2]1[CH:3]=[CH:4][C:5]([O:25][CH3:26])=[C:6]([CH:24]=1)[CH2:7][N:8]([CH3:23])[C:9](=[O:22])[CH2:10][CH2:11][CH2:12][S:13][C:14]1[CH:19]=[CH:18][C:17]([O:20][CH3:21])=[CH:16][CH:15]=1.ClC1C=CC=C(C(OO)=[O:35])C=1.C([O-])(O)=O.[Na+], predict the reaction product. The product is: [F:1][C:2]1[CH:3]=[CH:4][C:5]([O:25][CH3:26])=[C:6]([CH:24]=1)[CH2:7][N:8]([CH3:23])[C:9](=[O:22])[CH2:10][CH2:11][CH2:12][S:13]([C:14]1[CH:15]=[CH:16][C:17]([O:20][CH3:21])=[CH:18][CH:19]=1)=[O:35]. (4) The product is: [F:18][C:3]1[C:4]([CH3:17])=[N:5][C:6]2[N:7]([N:8]=[C:9]([C:11]3[CH:16]=[CH:15][CH:14]=[CH:13][CH:12]=3)[CH:10]=2)[CH:2]=1. Given the reactants Cl[C:2]1[N:7]2[N:8]=[C:9]([C:11]3[CH:16]=[CH:15][CH:14]=[CH:13][CH:12]=3)[CH:10]=[C:6]2[N:5]=[C:4]([CH3:17])[C:3]=1[F:18], predict the reaction product. (5) Given the reactants [CH3:1][C:2]1([CH3:32])[CH2:11][CH:10]=[C:9]([C:12]2[CH:17]=[CH:16][C:15]([CH3:18])=[CH:14][CH:13]=2)[C:8]2[CH:7]=[C:6]([C:19]#[C:20][C:21]3[CH:31]=[CH:30][C:24]([C:25]([O:27]CC)=[O:26])=[CH:23][CH:22]=3)[CH:5]=[CH:4][C:3]1=2.O[Li].O, predict the reaction product. The product is: [CH3:1][C:2]1([CH3:32])[CH2:11][CH:10]=[C:9]([C:12]2[CH:17]=[CH:16][C:15]([CH3:18])=[CH:14][CH:13]=2)[C:8]2[CH:7]=[C:6]([C:19]#[C:20][C:21]3[CH:22]=[CH:23][C:24]([C:25]([OH:27])=[O:26])=[CH:30][CH:31]=3)[CH:5]=[CH:4][C:3]1=2. (6) Given the reactants [C:1]([Cl:6])(=O)[C:2]([Cl:4])=O.CN(C=O)C.ClC1C(=O)[NH:17][C:16]([CH:20]([F:22])[F:21])=[C:15]([C:23]([O:25][CH2:26][CH3:27])=[O:24])[CH:14]=1, predict the reaction product. The product is: [Cl:4][C:2]1[C:1]([Cl:6])=[N:17][C:16]([CH:20]([F:21])[F:22])=[C:15]([CH:14]=1)[C:23]([O:25][CH2:26][CH3:27])=[O:24].